Dataset: Catalyst prediction with 721,799 reactions and 888 catalyst types from USPTO. Task: Predict which catalyst facilitates the given reaction. (1) Reactant: [Cl:1][C:2]1[CH:3]=[C:4]([C:21]2[CH:26]=[CH:25][C:24]([OH:27])=[CH:23][CH:22]=2)[CH:5]=[CH:6][C:7]=1[CH2:8][CH:9]1[CH2:13][CH2:12][N:11]([CH:14]2[CH2:19][CH2:18][CH2:17][CH2:16][CH2:15]2)[C:10]1=[O:20].C([O-])([O-])=O.[K+].[K+].C([O-])([O-])=O.[Cs+].[Cs+].Cl.Cl[CH2:42][CH2:43][N:44]1[CH2:49][CH2:48][CH2:47][CH2:46][CH2:45]1.Cl.CCOCC. Product: [ClH:1].[Cl:1][C:2]1[CH:3]=[C:4]([C:21]2[CH:22]=[CH:23][C:24]([O:27][CH2:42][CH2:43][N:44]3[CH2:49][CH2:48][CH2:47][CH2:46][CH2:45]3)=[CH:25][CH:26]=2)[CH:5]=[CH:6][C:7]=1[CH2:8][CH:9]1[CH2:13][CH2:12][N:11]([CH:14]2[CH2:15][CH2:16][CH2:17][CH2:18][CH2:19]2)[C:10]1=[O:20]. The catalyst class is: 21. (2) Reactant: [Cl:1][C:2]1[N:7]=[CH:6][C:5]([CH2:8][N:9]([CH2:17][CH2:18][CH2:19][OH:20])[C:10](=[O:16])[O:11][C:12]([CH3:15])([CH3:14])[CH3:13])=[CH:4][CH:3]=1.CC(OI1(OC(C)=O)(OC(C)=O)OC(=O)C2C=CC=CC1=2)=O. Product: [Cl:1][C:2]1[N:7]=[CH:6][C:5]([CH2:8][N:9]([CH2:17][CH2:18][CH:19]=[O:20])[C:10](=[O:16])[O:11][C:12]([CH3:13])([CH3:14])[CH3:15])=[CH:4][CH:3]=1. The catalyst class is: 4.